Dataset: Forward reaction prediction with 1.9M reactions from USPTO patents (1976-2016). Task: Predict the product of the given reaction. (1) Given the reactants [NH2:1][C:2]1[CH:39]=[CH:38][C:5]([CH2:6][N:7]2[CH:11]=[C:10]([C:12]3[CH:17]=[CH:16][C:15]([Cl:18])=[CH:14][C:13]=3[Cl:19])[N:9]=[C:8]2[CH2:20][C:21]2[CH:26]=[CH:25][C:24]([C:27]3[CH:32]=[CH:31][CH:30]=[C:29]([NH:33][S:34]([CH3:37])(=[O:36])=[O:35])[CH:28]=3)=[CH:23][CH:22]=2)=[CH:4][CH:3]=1.Br[CH2:41][C:42]([O:44][CH3:45])=[O:43], predict the reaction product. The product is: [CH3:45][O:44][C:42](=[O:43])[CH2:41][NH:1][C:2]1[CH:3]=[CH:4][C:5]([CH2:6][N:7]2[CH:11]=[C:10]([C:12]3[CH:17]=[CH:16][C:15]([Cl:18])=[CH:14][C:13]=3[Cl:19])[N:9]=[C:8]2[CH2:20][C:21]2[CH:22]=[CH:23][C:24]([C:27]3[CH:32]=[CH:31][CH:30]=[C:29]([NH:33][S:34]([CH3:37])(=[O:36])=[O:35])[CH:28]=3)=[CH:25][CH:26]=2)=[CH:38][CH:39]=1. (2) Given the reactants [CH3:1][C:2]1[CH:9]=[CH:8][C:5]([C:6]#[N:7])=[CH:4][C:3]=1[N+:10]([O-:12])=[O:11].[CH2:13]([O:16][C:17](=[O:23])[C:18](OCC)=[O:19])[CH2:14]C.CC[O-].[Na+].Cl, predict the reaction product. The product is: [CH2:13]([O:16][C:17](=[O:23])[C:18](=[O:19])[CH2:1][C:2]1[CH:9]=[CH:8][C:5]([C:6]#[N:7])=[CH:4][C:3]=1[N+:10]([O-:12])=[O:11])[CH3:14]. (3) Given the reactants [F:1][C:2]1[CH:7]=[CH:6][CH:5]=[CH:4][C:3]=1[CH2:8][O:9][C:10]1[CH:11]=[C:12]([C@H:16]2[CH2:20][CH2:19][C@:18]3([CH2:24][CH2:23][NH:22][C:21]3=[O:25])[N:17]2C(OC(C)(C)C)=O)[CH:13]=[CH:14][CH:15]=1.C(O)(C(F)(F)F)=O.[Cl:40]CCl, predict the reaction product. The product is: [ClH:40].[F:1][C:2]1[CH:7]=[CH:6][CH:5]=[CH:4][C:3]=1[CH2:8][O:9][C:10]1[CH:11]=[C:12]([C@H:16]2[CH2:20][CH2:19][C@:18]3([CH2:24][CH2:23][NH:22][C:21]3=[O:25])[NH:17]2)[CH:13]=[CH:14][CH:15]=1. (4) Given the reactants [N:1]([CH2:4][CH2:5][NH:6]C(=O)CCCCCCCCCCCCC)=[N+:2]=[N-:3].[F:22][C:23]1[CH:24]=[C:25]([CH:29]=[C:30]([F:32])[CH:31]=1)[C:26](Cl)=[O:27].N(CCN)=[N+]=[N-].C(N(CC)CC)C, predict the reaction product. The product is: [N:1]([CH2:4][CH2:5][NH:6][C:26](=[O:27])[C:25]1[CH:24]=[C:23]([F:22])[CH:31]=[C:30]([F:32])[CH:29]=1)=[N+:2]=[N-:3]. (5) Given the reactants [F:1][C:2]1[C:3]2[C:4](=[C:21]([CH3:24])[O:22][N:23]=2)[N:5]=[C:6]([C:17]([O:19]C)=[O:18])[C:7]=1[NH:8][C:9]1[CH:14]=[CH:13][C:12]([I:15])=[CH:11][C:10]=1[F:16].[Li+].[OH-], predict the reaction product. The product is: [F:1][C:2]1[C:3]2[C:4](=[C:21]([CH3:24])[O:22][N:23]=2)[N:5]=[C:6]([C:17]([OH:19])=[O:18])[C:7]=1[NH:8][C:9]1[CH:14]=[CH:13][C:12]([I:15])=[CH:11][C:10]=1[F:16]. (6) Given the reactants [F:1][CH2:2][C:3](=[O:34])[CH:4]([NH:9][C:10]([CH:12]1[CH2:17][CH2:16][CH2:15][CH2:14][N:13]1[C:18]([N:20]1[C:33]2[CH:32]=[CH:31][CH:30]=[CH:29][C:28]=2[S:27][C:26]2[C:21]1=[CH:22][CH:23]=[CH:24][CH:25]=2)=[O:19])=[O:11])[CH2:5][C:6]([OH:8])=O.N=C=N.[CH2:38]([NH:40][CH2:41][CH3:42])[CH3:39], predict the reaction product. The product is: [CH2:38]([N:40]([CH2:41][CH3:42])[C:6](=[O:8])[CH2:5][CH:4]([NH:9][C:10]([CH:12]1[CH2:17][CH2:16][CH2:15][CH2:14][N:13]1[C:18]([N:20]1[C:21]2[CH:22]=[CH:23][CH:24]=[CH:25][C:26]=2[S:27][C:28]2[C:33]1=[CH:32][CH:31]=[CH:30][CH:29]=2)=[O:19])=[O:11])[C:3](=[O:34])[CH2:2][F:1])[CH3:39]. (7) Given the reactants C([N:8]1[CH2:12][CH2:11][CH2:10][CH:9]1[CH2:13][N:14]1[C:18]2=[N:19][CH:20]=[CH:21][CH:22]=[C:17]2[C:16]([S:23]([C:26]2[CH:31]=[CH:30][CH:29]=[C:28]([Cl:32])[CH:27]=2)(=[O:25])=[O:24])=[CH:15]1)C1C=CC=CC=1.ClC(OC(Cl)=O)C, predict the reaction product. The product is: [Cl:32][C:28]1[CH:27]=[C:26]([S:23]([C:16]2[C:17]3[C:18](=[N:19][CH:20]=[CH:21][CH:22]=3)[N:14]([CH2:13][CH:9]3[CH2:10][CH2:11][CH2:12][NH:8]3)[CH:15]=2)(=[O:25])=[O:24])[CH:31]=[CH:30][CH:29]=1. (8) Given the reactants [F:1][C:2]1[CH:7]=[C:6]([S:8]([CH3:11])(=[O:10])=[O:9])[CH:5]=[CH:4][C:3]=1[NH:12][C@H:13]1[CH2:18][CH2:17][CH2:16][N:15]([CH:19]2[CH2:24][CH2:23][N:22](C(OC(C)(C)C)=O)[CH2:21][CH2:20]2)[C:14]1=[O:32].[ClH:33], predict the reaction product. The product is: [ClH:33].[F:1][C:2]1[CH:7]=[C:6]([S:8]([CH3:11])(=[O:10])=[O:9])[CH:5]=[CH:4][C:3]=1[NH:12][C@H:13]1[CH2:18][CH2:17][CH2:16][N:15]([CH:19]2[CH2:20][CH2:21][NH:22][CH2:23][CH2:24]2)[C:14]1=[O:32]. (9) Given the reactants Cl.CN[O:4][CH3:5].Cl.C[N:8](C)[CH2:9][CH2:10][CH2:11][N:12]=[C:13]=NCC.[OH2:18].O[N:20]1[C:24]2C=CC=C[C:23]=2N=N1.C(N(CC)CC)C, predict the reaction product. The product is: [CH3:5][O:4][N:12]([CH3:13])[C:11]([C:10]1[CH:23]=[CH:24][N:20]=[N:8][CH:9]=1)=[O:18]. (10) Given the reactants [Br:1][C:2]1[CH:3]=[CH:4][C:5]2[O:9][CH2:8][C:7]([CH3:11])([CH3:10])[C:6]=2[CH:12]=1.Cl[CH:14]([O:16]C(Cl)Cl)Cl.O, predict the reaction product. The product is: [Br:1][C:2]1[CH:3]=[C:4]([CH:14]=[O:16])[C:5]2[O:9][CH2:8][C:7]([CH3:10])([CH3:11])[C:6]=2[CH:12]=1.